This data is from Forward reaction prediction with 1.9M reactions from USPTO patents (1976-2016). The task is: Predict the product of the given reaction. (1) Given the reactants [NH:1]([C:14]([O:16][CH2:17][C:18]1[CH:23]=[CH:22][CH:21]=[CH:20][CH:19]=1)=[O:15])[C@H:2]([C:11]([OH:13])=[O:12])[CH2:3][C:4]1[CH:9]=[CH:8]C(O)=CC=1.[OH-].[K+].S(OC)(O[CH3:30])(=O)=O.O.[CH2:34]1[CH2:38][O:37][CH2:36][CH2:35]1, predict the reaction product. The product is: [CH2:17]([O:16][C:14]([N:1]([CH3:30])[C@H:2]([C:11]([OH:13])=[O:12])[CH2:3][C:4]1[CH:35]=[CH:34][C:38]([O:37][CH3:36])=[CH:8][CH:9]=1)=[O:15])[C:18]1[CH:19]=[CH:20][CH:21]=[CH:22][CH:23]=1. (2) Given the reactants Cl[C:2]1[C:7]([CH:8]([O:13][C:14]([CH3:17])([CH3:16])[CH3:15])[C:9]([O:11][CH3:12])=[O:10])=[C:6]([CH3:18])[N:5]=[C:4]2[S:19][C:20]3[CH2:25][CH2:24][CH2:23][CH2:22][C:21]=3[C:3]=12.C(=O)([O-])[O-].[K+].[K+].[N:32]1[CH:37]=[CH:36][CH:35]=[C:34](B(O)O)[CH:33]=1.C(OCC)(=O)C, predict the reaction product. The product is: [CH3:18][C:6]1[N:5]=[C:4]2[S:19][C:20]3[CH2:25][CH2:24][CH2:23][CH2:22][C:21]=3[C:3]2=[C:2]([C:34]2[CH:33]=[N:32][CH:37]=[CH:36][CH:35]=2)[C:7]=1[CH:8]([O:13][C:14]([CH3:17])([CH3:16])[CH3:15])[C:9]([O:11][CH3:12])=[O:10]. (3) Given the reactants Br[C:2]1[C:3]2[C:10]([CH3:11])=[CH:9][CH:8]=[CH:7][C:4]=2[S:5][CH:6]=1.C([Li])CCC.[Cl:17][CH2:18][C:19](N(OC)C)=[O:20], predict the reaction product. The product is: [Cl:17][CH2:18][C:19]([C:6]1[S:5][C:4]2[CH:7]=[CH:8][CH:9]=[C:10]([CH3:11])[C:3]=2[CH:2]=1)=[O:20].